From a dataset of NCI-60 drug combinations with 297,098 pairs across 59 cell lines. Regression. Given two drug SMILES strings and cell line genomic features, predict the synergy score measuring deviation from expected non-interaction effect. Drug 1: C1CN(P(=O)(OC1)NCCCl)CCCl. Drug 2: CC1CCCC2(C(O2)CC(NC(=O)CC(C(C(=O)C(C1O)C)(C)C)O)C(=CC3=CSC(=N3)C)C)C. Cell line: A549. Synergy scores: CSS=53.4, Synergy_ZIP=4.97, Synergy_Bliss=2.92, Synergy_Loewe=-26.5, Synergy_HSA=3.74.